This data is from Forward reaction prediction with 1.9M reactions from USPTO patents (1976-2016). The task is: Predict the product of the given reaction. (1) Given the reactants Br[C:2]1[CH:3]=[C:4]2[C:8](=[CH:9][CH:10]=1)[NH:7][C:6](=[O:11])[C:5]2([CH2:14][CH3:15])[CH2:12][CH3:13].[Cl:16][C:17]1[CH:18]=[C:19](B(O)O)[CH:20]=[CH:21][CH:22]=1.C(=O)([O-])[O-].[K+].[K+], predict the reaction product. The product is: [Cl:16][C:17]1[CH:22]=[C:21]([C:2]2[CH:3]=[C:4]3[C:8](=[CH:9][CH:10]=2)[NH:7][C:6](=[O:11])[C:5]3([CH2:14][CH3:15])[CH2:12][CH3:13])[CH:20]=[CH:19][CH:18]=1. (2) Given the reactants Br[CH2:2][C:3]([C:5]1[CH:6]=[CH:7][C:8]2[C:17]3[CH:16]=[C:15]4[CH2:18][CH2:19][CH2:20][C:21](=[O:22])[C:14]4=[CH:13][C:12]=3[O:11][CH2:10][C:9]=2[CH:23]=1)=[O:4].[C:24]([O:28][C:29]([N:31]1[CH2:35][C@@H:34]([CH2:36][O:37][CH3:38])[CH2:33][C@H:32]1[C:39]([OH:41])=[O:40])=[O:30])([CH3:27])([CH3:26])[CH3:25].C([O-])([O-])=O.[Cs+].[Cs+], predict the reaction product. The product is: [CH3:38][O:37][CH2:36][C@@H:34]1[CH2:35][N:31]([C:29]([O:28][C:24]([CH3:27])([CH3:25])[CH3:26])=[O:30])[CH:32]([C:39]([O:41][CH2:2][C:3](=[O:4])[C:5]2[CH:6]=[CH:7][C:8]3[C:17]4[CH:16]=[C:15]5[CH2:18][CH2:19][CH2:20][C:21](=[O:22])[C:14]5=[CH:13][C:12]=4[O:11][CH2:10][C:9]=3[CH:23]=2)=[O:40])[CH2:33]1. (3) Given the reactants C([O:3][C:4](=[O:25])[C@@H:5]([O:22][CH2:23][CH3:24])[CH2:6][C:7]1[CH:12]=[CH:11][C:10]([O:13][CH2:14][C:15]2[S:16][C:17](Br)=[CH:18][C:19]=2[CH3:20])=[CH:9][CH:8]=1)C.[C:26]1(B(O)O)[CH:31]=[CH:30][CH:29]=[CH:28][CH:27]=1, predict the reaction product. The product is: [CH2:23]([O:22][C@@H:5]([CH2:6][C:7]1[CH:8]=[CH:9][C:10]([O:13][CH2:14][C:15]2[S:16][C:17]([C:26]3[CH:31]=[CH:30][CH:29]=[CH:28][CH:27]=3)=[CH:18][C:19]=2[CH3:20])=[CH:11][CH:12]=1)[C:4]([OH:3])=[O:25])[CH3:24]. (4) Given the reactants Br[C:2]1[CH:3]=[CH:4][C:5]2[NH:11][C:10]3[N:12]=[C:13]([C:16]([F:19])([F:18])[F:17])[CH:14]=[CH:15][C:9]=3[CH2:8][N:7]([S:20]([C:23]3[CH:28]=[CH:27][C:26]([C:29]([CH3:32])([CH3:31])[CH3:30])=[CH:25][CH:24]=3)(=[O:22])=[O:21])[C:6]=2[C:33]=1[Cl:34].[CH3:35][N:36]1[CH:40]=[C:39](B2OC(C)(C)C(C)(C)O2)[CH:38]=[N:37]1, predict the reaction product. The product is: [C:29]([C:26]1[CH:27]=[CH:28][C:23]([S:20]([N:7]2[C:6]3[C:33]([Cl:34])=[C:2]([C:39]4[CH:38]=[N:37][N:36]([CH3:35])[CH:40]=4)[CH:3]=[CH:4][C:5]=3[NH:11][C:10]3[N:12]=[C:13]([C:16]([F:19])([F:18])[F:17])[CH:14]=[CH:15][C:9]=3[CH2:8]2)(=[O:22])=[O:21])=[CH:24][CH:25]=1)([CH3:31])([CH3:30])[CH3:32]. (5) The product is: [OH:1][C:2]1[C:9]([CH3:10])=[CH:8][C:7]([N+:11]([O-:13])=[O:12])=[CH:6][C:3]=1[CH:4]=[O:5]. Given the reactants [OH:1][C:2]1[C:9]([CH3:10])=[CH:8][CH:7]=[CH:6][C:3]=1[CH:4]=[O:5].[N+:11]([O-])([OH:13])=[O:12], predict the reaction product. (6) Given the reactants C(Cl)(=O)C(Cl)=O.CS(C)=O.[Cl:11][C:12]1[CH:17]=[CH:16][C:15]([CH:18]([C:20]2[CH:25]=[CH:24][CH:23]=[CH:22][C:21]=2[C:26]2[C:27]([CH2:32][OH:33])=[N:28][O:29][C:30]=2[CH3:31])[OH:19])=[CH:14][CH:13]=1.CCN(CC)CC, predict the reaction product. The product is: [Cl:11][C:12]1[CH:13]=[CH:14][C:15]([C:18]([C:20]2[CH:25]=[CH:24][CH:23]=[CH:22][C:21]=2[C:26]2[C:27]([CH:32]=[O:33])=[N:28][O:29][C:30]=2[CH3:31])=[O:19])=[CH:16][CH:17]=1.